This data is from Peptide-MHC class II binding affinity with 134,281 pairs from IEDB. The task is: Regression. Given a peptide amino acid sequence and an MHC pseudo amino acid sequence, predict their binding affinity value. This is MHC class II binding data. (1) The peptide sequence is EPAYFATAESVRDHL. The MHC is DRB4_0101 with pseudo-sequence DRB4_0103. The binding affinity (normalized) is 0.229. (2) The peptide sequence is TLSVTFIGAAPLILSY. The MHC is H-2-IAd with pseudo-sequence H-2-IAd. The binding affinity (normalized) is 0.471. (3) The peptide sequence is ALKESWGAIWRIDTP. The MHC is DRB1_0901 with pseudo-sequence DRB1_0901. The binding affinity (normalized) is 0.329. (4) The peptide sequence is KYLEFISEAIIHVLHSR. The MHC is H-2-IEd with pseudo-sequence QEFFIASGAAVDAVMEVSFEFYDIDASTYHISFL. The binding affinity (normalized) is 0.310. (5) The peptide sequence is TKKGNVWEVKSSKPLVGPFN. The MHC is HLA-DQA10102-DQB10602 with pseudo-sequence HLA-DQA10102-DQB10602. The binding affinity (normalized) is 0.686. (6) The binding affinity (normalized) is 0.151. The MHC is HLA-DQA10401-DQB10402 with pseudo-sequence HLA-DQA10401-DQB10402. The peptide sequence is LEKISNEIKIVATPD. (7) The peptide sequence is DYVRMWVQAATAMSA. The MHC is HLA-DQA10501-DQB10301 with pseudo-sequence HLA-DQA10501-DQB10301. The binding affinity (normalized) is 0.632. (8) The peptide sequence is VASLLTTAEVVVTEI. The MHC is DRB1_1501 with pseudo-sequence DRB1_1501. The binding affinity (normalized) is 0. (9) The peptide sequence is WDDLRSLCLFSYHRLR. The MHC is HLA-DQA10104-DQB10503 with pseudo-sequence HLA-DQA10104-DQB10503. The binding affinity (normalized) is 0.196.